This data is from Reaction yield outcomes from USPTO patents with 853,638 reactions. The task is: Predict the reaction yield, written as a fraction of the theoretical maximum amount of product (1.0 means a 100% yield; for example, 0.34 means a 34% yield). The reactants are [NH2:1][CH:2]([C:6]([SH:9])([CH3:8])[CH3:7])[C:3]([OH:5])=[O:4].[C:10](O[C:10]([O:12][C:13]([CH3:16])([CH3:15])[CH3:14])=[O:11])([O:12][C:13]([CH3:16])([CH3:15])[CH3:14])=[O:11]. The catalyst is C1COCC1.C([O-])(O)=O.[Na+]. The product is [C:13]([O:12][C:10]([NH:1][CH:2]([C:6]([SH:9])([CH3:8])[CH3:7])[C:3]([OH:5])=[O:4])=[O:11])([CH3:16])([CH3:15])[CH3:14]. The yield is 0.890.